This data is from NCI-60 drug combinations with 297,098 pairs across 59 cell lines. The task is: Regression. Given two drug SMILES strings and cell line genomic features, predict the synergy score measuring deviation from expected non-interaction effect. (1) Drug 1: CC12CCC(CC1=CCC3C2CCC4(C3CC=C4C5=CN=CC=C5)C)O. Drug 2: CC1C(C(CC(O1)OC2CC(CC3=C2C(=C4C(=C3O)C(=O)C5=CC=CC=C5C4=O)O)(C(=O)C)O)N)O. Cell line: RXF 393. Synergy scores: CSS=46.4, Synergy_ZIP=-4.16, Synergy_Bliss=-5.39, Synergy_Loewe=-4.03, Synergy_HSA=-2.87. (2) Drug 1: CCC1=CC2CC(C3=C(CN(C2)C1)C4=CC=CC=C4N3)(C5=C(C=C6C(=C5)C78CCN9C7C(C=CC9)(C(C(C8N6C)(C(=O)OC)O)OC(=O)C)CC)OC)C(=O)OC.C(C(C(=O)O)O)(C(=O)O)O. Drug 2: CCN(CC)CCNC(=O)C1=C(NC(=C1C)C=C2C3=C(C=CC(=C3)F)NC2=O)C. Cell line: COLO 205. Synergy scores: CSS=42.8, Synergy_ZIP=6.48, Synergy_Bliss=11.8, Synergy_Loewe=-12.0, Synergy_HSA=9.06. (3) Drug 1: CNC(=O)C1=CC=CC=C1SC2=CC3=C(C=C2)C(=NN3)C=CC4=CC=CC=N4. Drug 2: C1CN1P(=S)(N2CC2)N3CC3. Cell line: SR. Synergy scores: CSS=77.7, Synergy_ZIP=-0.508, Synergy_Bliss=-2.41, Synergy_Loewe=-3.68, Synergy_HSA=-0.0770. (4) Drug 1: CC1=C2C(C(=O)C3(C(CC4C(C3C(C(C2(C)C)(CC1OC(=O)C(C(C5=CC=CC=C5)NC(=O)C6=CC=CC=C6)O)O)OC(=O)C7=CC=CC=C7)(CO4)OC(=O)C)O)C)OC(=O)C. Drug 2: CC1CCCC2(C(O2)CC(NC(=O)CC(C(C(=O)C(C1O)C)(C)C)O)C(=CC3=CSC(=N3)C)C)C. Cell line: RXF 393. Synergy scores: CSS=28.0, Synergy_ZIP=0.401, Synergy_Bliss=0.466, Synergy_Loewe=-4.34, Synergy_HSA=0.309. (5) Drug 1: C1CC(C1)(C(=O)O)C(=O)O.[NH2-].[NH2-].[Pt+2]. Drug 2: N.N.Cl[Pt+2]Cl. Cell line: MCF7. Synergy scores: CSS=18.1, Synergy_ZIP=-3.68, Synergy_Bliss=5.28, Synergy_Loewe=1.66, Synergy_HSA=4.31. (6) Drug 1: C1C(C(OC1N2C=NC3=C(N=C(N=C32)Cl)N)CO)O. Drug 2: C1C(C(OC1N2C=NC(=NC2=O)N)CO)O. Cell line: IGROV1. Synergy scores: CSS=8.35, Synergy_ZIP=-1.69, Synergy_Bliss=2.93, Synergy_Loewe=-0.174, Synergy_HSA=1.97. (7) Drug 1: COC1=NC(=NC2=C1N=CN2C3C(C(C(O3)CO)O)O)N. Cell line: ACHN. Drug 2: CCCCC(=O)OCC(=O)C1(CC(C2=C(C1)C(=C3C(=C2O)C(=O)C4=C(C3=O)C=CC=C4OC)O)OC5CC(C(C(O5)C)O)NC(=O)C(F)(F)F)O. Synergy scores: CSS=61.8, Synergy_ZIP=4.51, Synergy_Bliss=6.06, Synergy_Loewe=-0.520, Synergy_HSA=7.56. (8) Drug 1: COC1=CC(=CC(=C1O)OC)C2C3C(COC3=O)C(C4=CC5=C(C=C24)OCO5)OC6C(C(C7C(O6)COC(O7)C8=CC=CS8)O)O. Drug 2: CC12CCC3C(C1CCC2O)C(CC4=C3C=CC(=C4)O)CCCCCCCCCS(=O)CCCC(C(F)(F)F)(F)F. Cell line: MDA-MB-435. Synergy scores: CSS=16.8, Synergy_ZIP=-0.749, Synergy_Bliss=0.633, Synergy_Loewe=-5.87, Synergy_HSA=-1.45. (9) Drug 2: CC(C)NC(=O)C1=CC=C(C=C1)CNNC.Cl. Drug 1: C1=CC(=CC=C1CCCC(=O)O)N(CCCl)CCCl. Synergy scores: CSS=25.0, Synergy_ZIP=-2.86, Synergy_Bliss=-0.351, Synergy_Loewe=-7.38, Synergy_HSA=-1.94. Cell line: SW-620.